The task is: Predict the reaction yield, written as a fraction of the theoretical maximum amount of product (1.0 means a 100% yield; for example, 0.34 means a 34% yield).. This data is from Reaction yield outcomes from USPTO patents with 853,638 reactions. (1) The reactants are [C:1]([N:4]1[CH2:9][CH2:8][N:7]([CH2:10][CH2:11][NH:12][C:13](=[O:19])[O:14][C:15]([CH3:18])([CH3:17])[CH3:16])[CH2:6][CH2:5]1)(=[O:3])[CH3:2].[O-]P([O-])([O-])=O.[K+].[K+].[K+].N1C2C(=CC=C3C=2N=CC=C3)C=CC=1.Br[C:43]#[C:44][Si:45]([CH:52]([CH3:54])[CH3:53])([CH:49]([CH3:51])[CH3:50])[CH:46]([CH3:48])[CH3:47]. The catalyst is C1(C)C=CC=CC=1. The product is [C:1]([N:4]1[CH2:5][CH2:6][N:7]([CH2:10][CH2:11][N:12]([C:43]#[C:44][Si:45]([CH:46]([CH3:48])[CH3:47])([CH:52]([CH3:54])[CH3:53])[CH:49]([CH3:51])[CH3:50])[C:13](=[O:19])[O:14][C:15]([CH3:18])([CH3:17])[CH3:16])[CH2:8][CH2:9]1)(=[O:3])[CH3:2]. The yield is 0.430. (2) The reactants are [CH:1]([C:3]1[CH:18]=[CH:17][C:6]([O:7][C:8]2[CH:16]=[CH:15][C:11]([C:12]([NH2:14])=[O:13])=[CH:10][N:9]=2)=[CH:5][CH:4]=1)=O.[C:19]1([CH:25]([N:27]2[CH2:32][CH2:31][NH:30][CH2:29][CH2:28]2)[CH3:26])[CH:24]=[CH:23][CH:22]=[CH:21][CH:20]=1.[BH4-].[Na+]. The catalyst is CO. The product is [C:19]1([CH:25]([N:27]2[CH2:28][CH2:29][N:30]([CH2:1][C:3]3[CH:18]=[CH:17][C:6]([O:7][C:8]4[CH:16]=[CH:15][C:11]([C:12]([NH2:14])=[O:13])=[CH:10][N:9]=4)=[CH:5][CH:4]=3)[CH2:31][CH2:32]2)[CH3:26])[CH:24]=[CH:23][CH:22]=[CH:21][CH:20]=1. The yield is 0.230. (3) The catalyst is O1CCOCC1.O.[Pd].C(P(C(C)(C)C)C(C)(C)C)(C)(C)C.C(P(C(C)(C)C)C(C)(C)C)(C)(C)C. The yield is 0.910. The product is [NH2:12][C:13]1[C:14]([C:20]([O:22][CH3:23])=[O:21])=[N:15][C:16]([C:3]2[C:2]([F:1])=[CH:7][CH:6]=[CH:5][C:4]=2[F:8])=[CH:17][N:18]=1. The reactants are [F:1][C:2]1[CH:7]=[CH:6][CH:5]=[C:4]([F:8])[C:3]=1B(O)O.[NH2:12][C:13]1[C:14]([C:20]([O:22][CH3:23])=[O:21])=[N:15][C:16](Br)=[CH:17][N:18]=1.CCN(C(C)C)C(C)C.